From a dataset of Forward reaction prediction with 1.9M reactions from USPTO patents (1976-2016). Predict the product of the given reaction. (1) Given the reactants [CH2:1]([O:3][CH:4]([O:21][CH2:22][CH3:23])[C:5]#[C:6][C:7](=[N:12][C:13]1[CH:18]=[CH:17][C:16]([O:19][CH3:20])=[CH:15][CH:14]=1)[C:8]([F:11])(F)F)[CH3:2].[Cl:24][C:25]1[CH:32]=[CH:31][C:28]([CH2:29][NH2:30])=[CH:27][CH:26]=1.C(=O)([O-])[O-].[Cs+].[Cs+].O, predict the reaction product. The product is: [Cl:24][C:25]1[CH:32]=[CH:31][C:28]([C:29]2[C:8]([F:11])=[C:7]([NH:12][C:13]3[CH:18]=[CH:17][C:16]([O:19][CH3:20])=[CH:15][CH:14]=3)[CH:6]=[C:5]([CH:4]([O:3][CH2:1][CH3:2])[O:21][CH2:22][CH3:23])[N:30]=2)=[CH:27][CH:26]=1. (2) Given the reactants [NH2:1][C:2]1[N:7]=[C:6]([N:8]2[CH2:13][CH2:12][CH2:11][C@H:10]([C:14]([NH:16][C:17]3[CH:22]=[CH:21][CH:20]=[C:19]([F:23])[CH:18]=3)=[O:15])[CH2:9]2)[CH:5]=[C:4]([C:24]2[CH:29]=[CH:28][C:27]([C:30]#[N:31])=[C:26](F)[CH:25]=2)[N:3]=1.CCN(C(C)C)C(C)C.[NH2:42][NH2:43], predict the reaction product. The product is: [NH2:1][C:2]1[N:7]=[C:6]([N:8]2[CH2:13][CH2:12][CH2:11][C@H:10]([C:14]([NH:16][C:17]3[CH:22]=[CH:21][CH:20]=[C:19]([F:23])[CH:18]=3)=[O:15])[CH2:9]2)[CH:5]=[C:4]([C:24]2[CH:25]=[C:26]3[C:27]([C:30]([NH2:31])=[N:42][NH:43]3)=[CH:28][CH:29]=2)[N:3]=1. (3) The product is: [F:1][C:2]1[CH:10]=[C:9]2[C:5]([C:6]([NH:11][C:12]3[O:33][C@:25]4([CH2:24][N:23]=3)[CH:30]3[CH2:31][CH2:32][N:27]([CH2:28][CH2:29]3)[CH2:26]4)=[N:7][NH:8]2)=[CH:4][CH:3]=1. Given the reactants [F:1][C:2]1[CH:10]=[C:9]2[C:5]([C:6]([N:11]=[C:12]=S)=[N:7][NH:8]2)=[CH:4][CH:3]=1.C(N(CC)CC)C.Cl.Cl.[NH2:23][CH2:24][C@@:25]1([OH:33])[CH:30]2[CH2:31][CH2:32][N:27]([CH2:28][CH2:29]2)[CH2:26]1.C(N=C=NC(C)C)(C)C, predict the reaction product. (4) Given the reactants C([O:3][C:4]([C:6]1[C:7]([NH:19][CH2:20][CH3:21])=[N:8][C:9]([NH:12][C:13]2[CH:18]=[CH:17][CH:16]=[CH:15][CH:14]=2)=[N:10][CH:11]=1)=O)C.[H-].[Al+3].[Li+].[H-].[H-].[H-], predict the reaction product. The product is: [CH2:20]([NH:19][C:7]1[C:6]([CH2:4][OH:3])=[CH:11][N:10]=[C:9]([NH:12][C:13]2[CH:18]=[CH:17][CH:16]=[CH:15][CH:14]=2)[N:8]=1)[CH3:21]. (5) Given the reactants C[O:2][C:3]([C:5]1[CH:6]=[C:7]([CH:11]2[CH2:16][CH2:15][N:14]([C:17]([O:19][C:20]([CH3:23])([CH3:22])[CH3:21])=[O:18])[CH2:13][CH:12]2[O:24][CH2:25][C:26]2[CH:35]=[CH:34][C:33]3[C:28](=[CH:29][CH:30]=[CH:31][CH:32]=3)[CH:27]=2)[CH:8]=[CH:9][CH:10]=1)=[O:4].[OH-].[Na+].Cl, predict the reaction product. The product is: [C:20]([O:19][C:17]([N:14]1[CH2:15][CH2:16][CH:11]([C:7]2[CH:6]=[C:5]([CH:10]=[CH:9][CH:8]=2)[C:3]([OH:4])=[O:2])[CH:12]([O:24][CH2:25][C:26]2[CH:35]=[CH:34][C:33]3[C:28](=[CH:29][CH:30]=[CH:31][CH:32]=3)[CH:27]=2)[CH2:13]1)=[O:18])([CH3:23])([CH3:21])[CH3:22]. (6) Given the reactants [Cl:1][C:2]1[CH:7]=[CH:6][CH:5]=[CH:4][C:3]=1[NH:8][C:9]1[O:10][C:11]2[CH:17]=[C:16]([CH2:18][C:19]([OH:21])=O)[CH:15]=[CH:14][C:12]=2[N:13]=1.[F:22][C@@H:23]1[CH2:27][NH:26][C@H:25]([CH2:28][O:29][C:30]2[CH:39]=[CH:38][C:33]([C:34]([O:36]C)=[O:35])=[CH:32][CH:31]=2)[CH2:24]1.CCN=C=NCCCN(C)C.Cl.C1C=CC2N(O)N=NC=2C=1.C(N(CC)CC)C, predict the reaction product. The product is: [Cl:1][C:2]1[CH:7]=[CH:6][CH:5]=[CH:4][C:3]=1[NH:8][C:9]1[O:10][C:11]2[CH:17]=[C:16]([CH2:18][C:19]([N:26]3[CH2:27][C@@H:23]([F:22])[CH2:24][C@H:25]3[CH2:28][O:29][C:30]3[CH:39]=[CH:38][C:33]([C:34]([OH:36])=[O:35])=[CH:32][CH:31]=3)=[O:21])[CH:15]=[CH:14][C:12]=2[N:13]=1.